From a dataset of Experimentally validated miRNA-target interactions with 360,000+ pairs, plus equal number of negative samples. Binary Classification. Given a miRNA mature sequence and a target amino acid sequence, predict their likelihood of interaction. (1) Result: 0 (no interaction). The protein sequence of the target gene is MSVSARSAAAEERSVNSSTMVAQQKNLEGYVGFANLPNQVYRKSVKRGFEFTLMVVGESGLGKSTLINSLFLTDLYSPEYPGPSHRIKKTVQVEQSKVLIKEGGVQLLLTIVDTPGFGDAVDNSNCWQPVIDYIDSKFEDYLNAESRVNRRQMPDNRVQCCLYFIAPSGHGLKPLDIEFMKRLHEKVNIIPLIAKADTLTPEECQQFKKQIMKEIQEHKIKIYEFPETDDEEENKLVKKIKDRLPLAVVGSNTIIEVNGKRVRGRQYPWGVAEVENGEHCDFTILRNMLIRTHMQDLKDV.... The miRNA is mmu-miR-6927-3p with sequence CCUGAGCUGGCUCCCCUGCAG. (2) The miRNA is hsa-miR-759 with sequence GCAGAGUGCAAACAAUUUUGAC. The protein sequence of the target gene is MLACLPGPGDLSFQLLSHTQMNTGLQKWDTTQKMRTAHYPTPAELDAYAKKVANNPLTIKIFPNSVKVPQRKHVRRTVNGLDTSAQRYSPYPTQAATKAGLLAIVKVPAKSILKDFDGTRARLLPEAIMNPPVAPYATVAPSTLAHPQAQALARQQALQHAQTLAHAPPQTLQHPQGIPPPQALSHPQSLQQPQGLGHPQPMAQTQGLVHPQALAHQGLQHPHNPLLHGGRKMPDSDAPPNVTVSTSTIPLSMAATLQHSQPPDLSSIVHQINQFCQTRAGISTTSVCEGQIANPSPISR.... Result: 1 (interaction). (3) The miRNA is mmu-miR-28a-5p with sequence AAGGAGCUCACAGUCUAUUGAG. The protein sequence of the target gene is MELWGAYLLLCLFSLLTQVTTEPPTQKPKKIVNAKKDVVNTKMFEELKSRLDTLAQEVALLKEQQALQTVCLKGTKVHMKCFLAFTQTKTFHEASEDCISRGGTLGTPQTGSENDALYEYLRQSVGNEAEIWLGLNDMAAEGTWVDMTGARIAYKNWETEITAQPDGGKTENCAVLSGAANGKWFDKRCRDQLPYICQFGIV. Result: 0 (no interaction).